Dataset: Reaction yield outcomes from USPTO patents with 853,638 reactions. Task: Predict the reaction yield, written as a fraction of the theoretical maximum amount of product (1.0 means a 100% yield; for example, 0.34 means a 34% yield). (1) The reactants are [CH:1]1([CH2:7][N:8]2[C:12]([C:13]3[CH:18]=[C:17]([C:19]([CH3:22])([CH3:21])[CH3:20])[CH:16]=[C:15]([C:23]([CH3:26])([CH3:25])[CH3:24])[CH:14]=3)=[CH:11][C:10]([S:27]([NH2:30])(=[O:29])=[O:28])=[C:9]2[CH3:31])[CH2:6][CH2:5][CH2:4][CH2:3][CH2:2]1.[H-].[Na+].Br[CH2:35][CH2:36][C:37]([O:39][CH2:40]C)=[O:38].O. The catalyst is CN(C=O)C. The product is [CH:1]1([CH2:7][N:8]2[C:12]([C:13]3[CH:18]=[C:17]([C:19]([CH3:22])([CH3:20])[CH3:21])[CH:16]=[C:15]([C:23]([CH3:24])([CH3:25])[CH3:26])[CH:14]=3)=[CH:11][C:10]([S:27]([NH:30][CH2:35][CH2:36][C:37]([O:39][CH3:40])=[O:38])(=[O:29])=[O:28])=[C:9]2[CH3:31])[CH2:2][CH2:3][CH2:4][CH2:5][CH2:6]1. The yield is 0.340. (2) The reactants are [CH:1]1([C:6]2[O:7][C:8]3[C:9](=[C:11]([C:23]#[N:24])[C:12]([CH3:22])=[C:13]([C:16]4[CH:21]=[CH:20][CH:19]=[CH:18][CH:17]=4)[C:14]=3F)[N:10]=2)[CH2:5][CH2:4][CH2:3][CH2:2]1.C(N(CC)CC)C.[CH3:32][N:33]([CH3:39])[C@H:34]1[CH2:38][CH2:37][NH:36][CH2:35]1. The catalyst is CS(C)=O. The product is [CH2:5]1[CH2:4][CH2:3][CH:2]=[CH:1]1.[CH3:32][N:33]([CH3:39])[C@H:34]1[CH2:38][CH2:37][N:36]([C:14]2[C:13]([C:16]3[CH:17]=[CH:18][CH:19]=[CH:20][CH:21]=3)=[C:12]([CH3:22])[C:11]([C:23]#[N:24])=[C:9]3[C:8]=2[O:7][CH:6]=[N:10]3)[CH2:35]1. The yield is 0.330. (3) The reactants are [CH2:1]([O:8][C:9]([N:11]1[CH2:16][CH2:15][CH:14]([C:17]2[NH:18][CH:19]=[C:20]([C:22]3[CH:27]=[CH:26][C:25]([F:28])=[C:24]([C:29]([F:32])([F:31])[F:30])[CH:23]=3)[N:21]=2)[CH2:13][CH2:12]1)=[O:10])[C:2]1[CH:7]=[CH:6][CH:5]=[CH:4][CH:3]=1.C[Si]([N-][Si](C)(C)C)(C)C.[Na+].Br[CH2:44][CH:45]1[O:49][CH2:48][CH2:47][O:46]1.CS(C)=O. The catalyst is C1COCC1.O. The product is [O:46]1[CH2:47][CH2:48][O:49][CH:45]1[CH2:44][N:18]1[CH:19]=[C:20]([C:22]2[CH:27]=[CH:26][C:25]([F:28])=[C:24]([C:29]([F:32])([F:30])[F:31])[CH:23]=2)[N:21]=[C:17]1[CH:14]1[CH2:13][CH2:12][N:11]([C:9]([O:8][CH2:1][C:2]2[CH:7]=[CH:6][CH:5]=[CH:4][CH:3]=2)=[O:10])[CH2:16][CH2:15]1. The yield is 0.762. (4) The reactants are [CH2:1]([O:3][C:4]([C:6]1[C:10]2[CH:11]=[CH:12][C:13]([O:15]C)=[CH:14][C:9]=2[O:8][CH:7]=1)=[O:5])[CH3:2].B(Br)(Br)Br. The catalyst is ClCCl. The product is [CH2:1]([O:3][C:4]([C:6]1[C:10]2[CH:11]=[CH:12][C:13]([OH:15])=[CH:14][C:9]=2[O:8][CH:7]=1)=[O:5])[CH3:2]. The yield is 0.680. (5) The reactants are [N:1]1([C:7]2[C:16]3[C:11](=[CH:12][CH:13]=[CH:14][CH:15]=3)[N:10]=[CH:9][N:8]=2)[CH2:6][CH2:5][NH:4][CH2:3][CH2:2]1.[CH3:17][CH2:18][N:19](CC)CC.ClCC#N. The catalyst is C1COCC1. The product is [N:10]1[C:11]2[C:16](=[CH:15][CH:14]=[CH:13][CH:12]=2)[C:7]([N:1]2[CH2:6][CH2:5][N:4]([CH2:17][C:18]#[N:19])[CH2:3][CH2:2]2)=[N:8][CH:9]=1. The yield is 0.730. (6) The reactants are [C:1]([O:7][CH3:8])(=[O:6])[C:2]([O:4]C)=O.C[O-].[Na+].[CH3:12][C:13]1[CH:14]=[CH:15][C:16]([C:19](=[O:21])[CH3:20])=[N:17][CH:18]=1.O. The catalyst is CO.C(OCC)C. The product is [CH3:8][O:7][C:1](=[O:6])[C:2](=[O:4])[CH2:20][C:19]([C:16]1[CH:15]=[CH:14][C:13]([CH3:12])=[CH:18][N:17]=1)=[O:21]. The yield is 0.750. (7) The reactants are [Br:1][C:2]1[CH:7]=[CH:6][C:5]([Br:8])=[CH:4][C:3]=1[NH2:9].[C:10]([N:18]=[C:19]=[S:20])(=[O:17])[C:11]1[CH:16]=[CH:15][CH:14]=[CH:13][CH:12]=1. The catalyst is CC(C)=O. The product is [C:10]([NH:18][C:19]([NH:9][C:3]1[CH:4]=[C:5]([Br:8])[CH:6]=[CH:7][C:2]=1[Br:1])=[S:20])(=[O:17])[C:11]1[CH:16]=[CH:15][CH:14]=[CH:13][CH:12]=1. The yield is 0.970. (8) The reactants are BrN1[C:6](=O)[CH2:5][CH2:4][C:3]1=[O:8].C(OOC(=O)C1C=CC=CC=1)(=O)C1C=CC=CC=1.[CH3:27][O:28][C:29](=[O:38])[C:30]1[CH:35]=C(C)C=C[C:31]=1[F:37]. The catalyst is C(Cl)(Cl)(Cl)Cl. The product is [CH3:27][O:28][C:29](=[O:38])[C:30]1[CH:35]=[C:4]([CH:3]=[O:8])[CH:5]=[CH:6][C:31]=1[F:37]. The yield is 0.200.